The task is: Predict the reactants needed to synthesize the given product.. This data is from Full USPTO retrosynthesis dataset with 1.9M reactions from patents (1976-2016). (1) Given the product [NH2:35][C:30]1[CH:31]=[CH:32][CH:33]=[CH:34][C:29]=1[NH:36][C:2]1[N:10]=[C:9]2[C:5]([N:6]=[C:7]([CH2:12][N:13]3[CH2:18][CH2:17][CH:16]([C:19]([OH:22])([CH3:21])[CH3:20])[CH2:15][CH2:14]3)[N:8]2[CH3:11])=[C:4]([N:23]2[CH2:28][CH2:27][O:26][CH2:25][CH2:24]2)[N:3]=1, predict the reactants needed to synthesize it. The reactants are: Cl[C:2]1[N:10]=[C:9]2[C:5]([N:6]=[C:7]([CH2:12][N:13]3[CH2:18][CH2:17][CH:16]([C:19]([OH:22])([CH3:21])[CH3:20])[CH2:15][CH2:14]3)[N:8]2[CH3:11])=[C:4]([N:23]2[CH2:28][CH2:27][O:26][CH2:25][CH2:24]2)[N:3]=1.[C:29]1([NH2:36])[C:30]([NH2:35])=[CH:31][CH:32]=[CH:33][CH:34]=1.CC(C)([O-])C.[Na+]. (2) Given the product [CH3:17][N:7]1[C:6]([C:4]([OH:5])=[O:3])=[CH:10][C:9]([C:11]2[CH:16]=[CH:15][CH:14]=[CH:13][CH:12]=2)=[N:8]1, predict the reactants needed to synthesize it. The reactants are: C([O:3][C:4]([C:6]1[N:7]([CH3:17])[N:8]=[C:9]([C:11]2[CH:16]=[CH:15][CH:14]=[CH:13][CH:12]=2)[CH:10]=1)=[O:5])C.[OH-].[Na+]. (3) Given the product [ClH:29].[CH3:1][N:2]1[CH2:14][CH2:13][C:12]2[C:11]3[C:6](=[CH:7][CH:8]=[C:9]([NH:15][S:16]([C:19]4[CH:28]=[CH:27][C:26]5[C:21](=[CH:22][CH:23]=[CH:24][CH:25]=5)[CH:20]=4)(=[O:17])=[O:18])[CH:10]=3)[NH:5][C:4]=2[CH2:3]1, predict the reactants needed to synthesize it. The reactants are: [CH3:1][N:2]1[CH2:14][CH2:13][C:12]2[C:11]3[C:6](=[CH:7][CH:8]=[C:9]([NH:15][S:16]([C:19]4[CH:28]=[CH:27][C:26]5[C:21](=[CH:22][CH:23]=[CH:24][CH:25]=5)[CH:20]=4)(=[O:18])=[O:17])[CH:10]=3)[NH:5][C:4]=2[CH2:3]1.[ClH:29]. (4) Given the product [C:14]1([N:13]2[CH:4]=[C:5]3[C:6]([CH:8]=[CH:9][CH:10]=[CH:11]3)=[N:7][C:2]2=[O:3])[CH:19]=[CH:18][CH:17]=[CH:16][CH:15]=1, predict the reactants needed to synthesize it. The reactants are: C[C:2]1[O:3][C:4](=O)[C:5]2[CH:11]=[CH:10][CH:9]=[CH:8][C:6]=2[N:7]=1.[NH2:13][C:14]1[CH:19]=[CH:18][CH:17]=[CH:16][CH:15]=1. (5) Given the product [Cl:1][C:2]1[C:3]([C:10]([F:12])([F:13])[F:11])=[C:4]([CH2:5][OH:6])[CH:7]=[CH:8][N:9]=1, predict the reactants needed to synthesize it. The reactants are: [Cl:1][C:2]1[C:3]([C:10]([F:13])([F:12])[F:11])=[C:4]([CH:7]=[CH:8][N:9]=1)[CH:5]=[O:6].[BH4-].[Na+].